Dataset: Forward reaction prediction with 1.9M reactions from USPTO patents (1976-2016). Task: Predict the product of the given reaction. Given the reactants [CH3:1][O:2][C:3]1[CH:35]=[CH:34][C:6]([CH2:7][O:8][C:9]2[C:10]([C:18]3[CH:23]=[CH:22][C:21]([C:24]4[CH:25]=[N:26][C:27]([C:30](=[O:33])[NH:31][CH3:32])=[CH:28][CH:29]=4)=[CH:20][CH:19]=3)=[N:11][N:12]([CH3:17])[C:13]=2[C:14]([OH:16])=O)=[CH:5][CH:4]=1.[CH3:36][O:37][C:38]1[CH:66]=[C:65]([O:67][CH3:68])[CH:64]=[CH:63][C:39]=1[CH2:40][NH:41][C:42]1[CH:43]=[C:44]2[C:48](=[CH:49][C:50]=1[NH2:51])[CH2:47][N:46]([CH2:52][C:53]1[CH:58]=[CH:57][C:56]([O:59][CH3:60])=[CH:55][C:54]=1[O:61][CH3:62])[CH2:45]2.CN(C(ON1N=NC2C=CC=NC1=2)=[N+](C)C)C.F[P-](F)(F)(F)(F)F.C(N(C(C)C)CC)(C)C, predict the reaction product. The product is: [CH3:62][O:61][C:54]1[CH:55]=[C:56]([O:59][CH3:60])[CH:57]=[CH:58][C:53]=1[CH2:52][N:46]1[CH2:47][C:48]2[C:44](=[CH:43][C:42]([NH:41][CH2:40][C:39]3[CH:63]=[CH:64][C:65]([O:67][CH3:68])=[CH:66][C:38]=3[O:37][CH3:36])=[C:50]([NH:51][C:14]([C:13]3[N:12]([CH3:17])[N:11]=[C:10]([C:18]4[CH:19]=[CH:20][C:21]([C:24]5[CH:29]=[CH:28][C:27]([C:30]([NH:31][CH3:32])=[O:33])=[N:26][CH:25]=5)=[CH:22][CH:23]=4)[C:9]=3[O:8][CH2:7][C:6]3[CH:34]=[CH:35][C:3]([O:2][CH3:1])=[CH:4][CH:5]=3)=[O:16])[CH:49]=2)[CH2:45]1.